From a dataset of CYP2C19 inhibition data for predicting drug metabolism from PubChem BioAssay. Regression/Classification. Given a drug SMILES string, predict its absorption, distribution, metabolism, or excretion properties. Task type varies by dataset: regression for continuous measurements (e.g., permeability, clearance, half-life) or binary classification for categorical outcomes (e.g., BBB penetration, CYP inhibition). Dataset: cyp2c19_veith. (1) The compound is CC1(C)CC2(CC(c3cccs3)c3cc(Cl)c(O)cc3O2)NC(=S)N1. The result is 1 (inhibitor). (2) The compound is O=C(O)CCSCc1ccc(I)cc1. The result is 0 (non-inhibitor). (3) The compound is CCN(CC)CC#CCC(C)(c1ccccc1)c1ccccc1.Cl. The result is 1 (inhibitor). (4) The molecule is NC(=O)C1(N2CCCCC2)CCN(C(=S)Nc2ccc(Cl)cc2)CC1. The result is 1 (inhibitor). (5) The molecule is CCCCN1CCCC[C@H]1C(=O)Nc1c(C)cccc1C. The result is 0 (non-inhibitor). (6) The drug is CCNc1ncc2nc(-c3cc(F)cc(F)c3)c(=O)n(C[C@H]3CCCO3)c2n1. The result is 0 (non-inhibitor).